Dataset: Reaction yield outcomes from USPTO patents with 853,638 reactions. Task: Predict the reaction yield, written as a fraction of the theoretical maximum amount of product (1.0 means a 100% yield; for example, 0.34 means a 34% yield). The reactants are [CH3:1][O:2][C:3](=[O:25])[C:4]([NH:7][C:8]([C:10]1[C:15]([OH:16])=[CH:14][C:13](OS(C(F)(F)F)(=O)=O)=[CH:12][N:11]=1)=[O:9])([CH3:6])[CH3:5].[Cl:26][C:27]1[CH:28]=[C:29](B(O)O)[CH:30]=[CH:31][CH:32]=1.[O-]P([O-])([O-])=O.[K+].[K+].[K+]. The catalyst is O1CCOCC1.C1C=CC(P(C2C=CC=CC=2)[C-]2C=CC=C2)=CC=1.C1C=CC(P(C2C=CC=CC=2)[C-]2C=CC=C2)=CC=1.Cl[Pd]Cl.[Fe+2]. The product is [CH3:1][O:2][C:3](=[O:25])[C:4]([NH:7][C:8]([C:10]1[C:15]([OH:16])=[CH:14][C:13]([C:31]2[CH:30]=[CH:29][CH:28]=[C:27]([Cl:26])[CH:32]=2)=[CH:12][N:11]=1)=[O:9])([CH3:6])[CH3:5]. The yield is 0.730.